From a dataset of Peptide-MHC class I binding affinity with 185,985 pairs from IEDB/IMGT. Regression. Given a peptide amino acid sequence and an MHC pseudo amino acid sequence, predict their binding affinity value. This is MHC class I binding data. (1) The peptide sequence is EHGIVIRAF. The MHC is HLA-A69:01 with pseudo-sequence HLA-A69:01. The binding affinity (normalized) is 0.0847. (2) The peptide sequence is LILCFTIKR. The MHC is HLA-A11:01 with pseudo-sequence HLA-A11:01. The binding affinity (normalized) is 0.497. (3) The peptide sequence is ETTNWLWTF. The MHC is HLA-B45:06 with pseudo-sequence HLA-B45:06. The binding affinity (normalized) is 0.213.